From a dataset of Forward reaction prediction with 1.9M reactions from USPTO patents (1976-2016). Predict the product of the given reaction. (1) Given the reactants Cl.[NH2:2][OH:3].N1C=CC=CC=1.[C:10]([C:13]1[CH:38]=[CH:37][C:16]([CH2:17][NH:18][C:19]2[C:29]3[CH2:28][CH2:27][N:26]([C:30](=[O:35])[C:31]([F:34])([F:33])[F:32])[CH2:25][CH2:24][C:23]=3[CH:22]=[CH:21][C:20]=2[Cl:36])=[CH:15][CH:14]=1)(=O)[CH3:11], predict the reaction product. The product is: [Cl:36][C:20]1[CH:21]=[CH:22][C:23]2[CH2:24][CH2:25][N:26]([C:30](=[O:35])[C:31]([F:34])([F:32])[F:33])[CH2:27][CH2:28][C:29]=2[C:19]=1[NH:18][CH2:17][C:16]1[CH:15]=[CH:14][C:13]([C:10](=[N:2][OH:3])[CH3:11])=[CH:38][CH:37]=1. (2) Given the reactants [CH2:1]([O:8][C:9]1[N:10]=[N:11][C:12]([C:23]#[C:24][C:25]2[CH:26]=NC(C(F)(F)F)=C[CH:30]=2)=[CH:13][C:14]=1[O:15][CH2:16][C:17]1[CH:22]=[CH:21][CH:20]=[CH:19][CH:18]=1)[C:2]1[CH:7]=[CH:6][CH:5]=[CH:4][CH:3]=1.C(OC1N=NC(C#C)=CC=1OCC1C=CC=CC=1)C1C=CC=CC=1.I[C:60]1C=CC=[C:62]([C:66]([F:69])([F:68])[F:67])[CH:61]=1, predict the reaction product. The product is: [CH2:1]([O:8][C:9]1[N:10]=[N:11][C:12]([C:23]#[C:24][C:25]2[CH:30]=[CH:60][CH:61]=[C:62]([C:66]([F:69])([F:68])[F:67])[CH:26]=2)=[CH:13][C:14]=1[O:15][CH2:16][C:17]1[CH:22]=[CH:21][CH:20]=[CH:19][CH:18]=1)[C:2]1[CH:3]=[CH:4][CH:5]=[CH:6][CH:7]=1. (3) Given the reactants [CH:1]([C:3]1[C:11]2[C:6](=[CH:7][CH:8]=[CH:9][C:10]=2[OH:12])[NH:5][CH:4]=1)=[O:2].[C:13]([O:17][C:18](O[C:18]([O:17][C:13]([CH3:16])([CH3:15])[CH3:14])=[O:19])=[O:19])([CH3:16])([CH3:15])[CH3:14].CN(C1C=CC=CN=1)C, predict the reaction product. The product is: [C:13]([O:17][C:18]([N:5]1[C:6]2[C:11](=[C:10]([OH:12])[CH:9]=[CH:8][CH:7]=2)[C:3]([CH:1]=[O:2])=[CH:4]1)=[O:19])([CH3:16])([CH3:15])[CH3:14].